Dataset: Catalyst prediction with 721,799 reactions and 888 catalyst types from USPTO. Task: Predict which catalyst facilitates the given reaction. (1) Reactant: [CH3:1][C:2]1([CH3:12])[O:6][C@@H:5]2[O:7][C@H:8]([CH:10]=[O:11])[CH2:9][C@@H:4]2[O:3]1.[CH3:13][Mg]Br. Product: [CH3:1][C:2]1([CH3:12])[O:6][C@@H:5]2[O:7][C@H:8]([CH:10]([OH:11])[CH3:13])[CH2:9][C@@H:4]2[O:3]1. The catalyst class is: 1. (2) Reactant: [C:1]([C:3]1[CH:8]=[CH:7][C:6]([NH:9][C:10]([CH:12]2[NH:16][CH:15]([CH2:17][C:18]([CH3:21])([CH3:20])[CH3:19])[C:14]3([C:29]4[C:24](=[CH:25][C:26]([Cl:30])=[CH:27][CH:28]=4)[NH:23][C:22]3=[O:31])[CH:13]2[C:32]2[CH:37]=[CH:36][CH:35]=[C:34]([Cl:38])[C:33]=2[F:39])=[O:11])=[C:5]([F:40])[CH:4]=1)#[N:2].[OH:41]O.[OH-].[Na+]. Product: [C:1]([C:3]1[CH:8]=[CH:7][C:6]([NH:9][C:10]([CH:12]2[NH:16][CH:15]([CH2:17][C:18]([CH3:21])([CH3:20])[CH3:19])[C:14]3([C:29]4[C:24](=[CH:25][C:26]([Cl:30])=[CH:27][CH:28]=4)[NH:23][C:22]3=[O:31])[CH:13]2[C:32]2[CH:37]=[CH:36][CH:35]=[C:34]([Cl:38])[C:33]=2[F:39])=[O:11])=[C:5]([F:40])[CH:4]=1)(=[O:41])[NH2:2]. The catalyst class is: 16. (3) Reactant: I[C:2]1[C:3]([O:8][CH2:9][CH:10]([CH3:12])[CH3:11])=[N:4][O:5][C:6]=1[CH3:7].C([Mg]Br)(C)C.[O:18]1COC[O:20][CH2:19]1.C(=O)=O. Product: [CH2:9]([O:8][C:3]1[C:2]([C:19]([OH:20])=[O:18])=[C:6]([CH3:7])[O:5][N:4]=1)[CH:10]([CH3:12])[CH3:11]. The catalyst class is: 20. (4) Reactant: [C:1]([O:5][C:6]([N:8]1[CH2:13][CH2:12][CH:11]([CH2:14][CH2:15][CH2:16][O:17][C:18]2[CH:23]=[CH:22][C:21]([C:24]([O:26]C)=[O:25])=[C:20]([CH3:28])[CH:19]=2)[CH2:10][CH2:9]1)=[O:7])([CH3:4])([CH3:3])[CH3:2].O[Li].O. Product: [C:1]([O:5][C:6]([N:8]1[CH2:9][CH2:10][CH:11]([CH2:14][CH2:15][CH2:16][O:17][C:18]2[CH:23]=[CH:22][C:21]([C:24]([OH:26])=[O:25])=[C:20]([CH3:28])[CH:19]=2)[CH2:12][CH2:13]1)=[O:7])([CH3:3])([CH3:4])[CH3:2]. The catalyst class is: 24. (5) Reactant: [F:1][C:2]1[CH:11]=[C:10]2[C:5]([C:6](=[O:22])[CH:7]=[C:8]([C:12]([N:14]([CH3:21])[CH:15]3[CH2:20][CH2:19][NH:18][CH2:17][CH2:16]3)=[O:13])[O:9]2)=[CH:4][CH:3]=1.[CH:23]1[C:28]([CH:29]=O)=[CH:27][C:26]2[O:31][CH2:32][O:33][C:25]=2[CH:24]=1.[BH-](OC(C)=O)(OC(C)=O)OC(C)=O.[Na+]. Product: [O:33]1[C:25]2[CH:24]=[CH:23][C:28]([CH2:29][N:18]3[CH2:19][CH2:20][CH:15]([N:14]([CH3:21])[C:12]([C:8]4[O:9][C:10]5[C:5]([C:6](=[O:22])[CH:7]=4)=[CH:4][CH:3]=[C:2]([F:1])[CH:11]=5)=[O:13])[CH2:16][CH2:17]3)=[CH:27][C:26]=2[O:31][CH2:32]1. The catalyst class is: 2. (6) The catalyst class is: 1. Reactant: [C:1]([O:5][C:6](=[O:30])[NH:7][C:8]1[CH:29]=[N:28][C:11]2[O:12][C@@H:13]([CH2:26]O)[CH2:14][N:15]([S:16]([C:19]3[CH:24]=[CH:23][CH:22]=[C:21]([Cl:25])[CH:20]=3)(=[O:18])=[O:17])[C:10]=2[CH:9]=1)([CH3:4])([CH3:3])[CH3:2].[O:31]1[CH2:35][C:34](=[O:36])[NH:33][C:32]1=[O:37].C1(P(C2C=CC=CC=2)C2C=CC=CC=2)C=CC=CC=1.CC(OC(/N=N/C(OC(C)C)=O)=O)C. Product: [C:1]([O:5][C:6](=[O:30])[NH:7][C:8]1[CH:29]=[N:28][C:11]2[O:12][C@@H:13]([CH2:26][N:33]3[C:34](=[O:36])[CH2:35][O:31][C:32]3=[O:37])[CH2:14][N:15]([S:16]([C:19]3[CH:24]=[CH:23][CH:22]=[C:21]([Cl:25])[CH:20]=3)(=[O:17])=[O:18])[C:10]=2[CH:9]=1)([CH3:2])([CH3:3])[CH3:4].